This data is from Full USPTO retrosynthesis dataset with 1.9M reactions from patents (1976-2016). The task is: Predict the reactants needed to synthesize the given product. (1) Given the product [CH:1]1([O:6][C:7]2[CH:12]=[CH:11][C:10]([N:13]3[CH:28]=[CH:29][N:16]([C:17]4[CH:22]=[CH:21][C:20]([N:23]([CH2:25][CH2:26][OH:27])[CH3:24])=[CH:19][CH:18]=4)[C:14]3=[O:15])=[CH:9][CH:8]=2)[CH2:2][CH2:3][CH2:4][CH2:5]1, predict the reactants needed to synthesize it. The reactants are: [CH:1]1([O:6][C:7]2[CH:12]=[CH:11][C:10]([N:13]([CH2:28][CH:29](OC)OC)[C:14]([NH:16][C:17]3[CH:22]=[CH:21][C:20]([N:23]([CH2:25][CH2:26][OH:27])[CH3:24])=[CH:19][CH:18]=3)=[O:15])=[CH:9][CH:8]=2)[CH2:5][CH2:4][CH2:3][CH2:2]1.FC(F)(F)C(O)=O. (2) Given the product [CH3:17][C:16]([NH:18][S:34]([CH3:33])(=[O:36])=[O:35])([CH3:19])[CH2:15][NH:14][C:13]1[C:12]2[C:7](=[CH:8][C:9]([C:20]3[CH:21]=[CH:22][CH:23]=[CH:24][CH:25]=3)=[CH:10][CH:11]=2)[N:6]=[CH:5][C:4]=1[N+:1]([O-:3])=[O:2], predict the reactants needed to synthesize it. The reactants are: [N+:1]([C:4]1[CH:5]=[N:6][C:7]2[C:12]([C:13]=1[NH:14][CH2:15][C:16]([CH3:19])([NH2:18])[CH3:17])=[CH:11][CH:10]=[C:9]([C:20]1[CH:25]=[CH:24][CH:23]=[CH:22][CH:21]=1)[CH:8]=2)([O-:3])=[O:2].C(N(CC)CC)C.[CH3:33][S:34](O[S:34]([CH3:33])(=[O:36])=[O:35])(=[O:36])=[O:35].